From a dataset of Full USPTO retrosynthesis dataset with 1.9M reactions from patents (1976-2016). Predict the reactants needed to synthesize the given product. (1) Given the product [F:42][C:43]([F:48])([F:47])[C:44]([OH:46])=[O:45].[Br:26][C:23]1[CH:24]=[C:25]2[C:20](=[CH:21][CH:22]=1)[N:19]([S:27]([C:30]1[C:39]3[C:34](=[CH:35][CH:36]=[CH:37][CH:38]=3)[C:33]([O:40][CH3:41])=[CH:32][CH:31]=1)(=[O:29])=[O:28])[CH:18]=[C:17]2[C:15]([N:11]1[CH2:12][CH2:13][CH2:14][NH:8][CH2:9][CH2:10]1)=[O:16], predict the reactants needed to synthesize it. The reactants are: C(OC([N:8]1[CH2:14][CH2:13][CH2:12][N:11]([C:15]([C:17]2[C:25]3[C:20](=[CH:21][CH:22]=[C:23]([Br:26])[CH:24]=3)[N:19]([S:27]([C:30]3[C:39]4[C:34](=[CH:35][CH:36]=[CH:37][CH:38]=4)[C:33]([O:40][CH3:41])=[CH:32][CH:31]=3)(=[O:29])=[O:28])[CH:18]=2)=[O:16])[CH2:10][CH2:9]1)=O)(C)(C)C.[F:42][C:43]([F:48])([F:47])[C:44]([OH:46])=[O:45]. (2) The reactants are: ClC(Cl)(Cl)CO[C:5](=[O:36])[NH:6][C:7]1[N:8]=[C:9]2[CH:14]=[CH:13][C:12]([O:15][C:16]3[CH:21]=[CH:20][CH:19]=[C:18]([NH:22][C:23](=[O:34])[C:24]4[CH:29]=[CH:28][CH:27]=[C:26]([C:30]([F:33])([F:32])[F:31])[CH:25]=4)[CH:17]=3)=[N:11][N:10]2[CH:35]=1.[NH2:39][CH2:40][CH2:41][O:42][CH2:43][CH2:44][OH:45].C(N(C(C)C)C(C)C)(C)C. Given the product [OH:45][CH2:44][CH2:43][O:42][CH2:41][CH2:40][NH:39][C:5]([NH:6][C:7]1[N:8]=[C:9]2[CH:14]=[CH:13][C:12]([O:15][C:16]3[CH:17]=[C:18]([NH:22][C:23](=[O:34])[C:24]4[CH:29]=[CH:28][CH:27]=[C:26]([C:30]([F:31])([F:32])[F:33])[CH:25]=4)[CH:19]=[CH:20][CH:21]=3)=[N:11][N:10]2[CH:35]=1)=[O:36], predict the reactants needed to synthesize it.